Dataset: Catalyst prediction with 721,799 reactions and 888 catalyst types from USPTO. Task: Predict which catalyst facilitates the given reaction. (1) Reactant: Cl[C:2]1[CH:19]=[C:6]2[C:7]3[C:12]([CH2:13][CH2:14][N:5]2[C:4](=[O:20])[N:3]=1)=[CH:11][C:10]([O:15][CH3:16])=[C:9]([O:17][CH3:18])[CH:8]=3.[CH2:21]([C:23]1[CH:28]=[CH:27][CH:26]=[C:25]([CH2:29]C)[C:24]=1[OH:31])C.C(=O)([O-])[O-].[K+].[K+]. Product: [CH3:21][C:23]1[CH:28]=[CH:27][CH:26]=[C:25]([CH3:29])[C:24]=1[O:31][C:2]1[CH:19]=[C:6]2[C:7]3[C:12]([CH2:13][CH2:14][N:5]2[C:4](=[O:20])[N:3]=1)=[CH:11][C:10]([O:15][CH3:16])=[C:9]([O:17][CH3:18])[CH:8]=3. The catalyst class is: 41. (2) Reactant: [NH2:1][C:2]1[CH:31]=[CH:30][C:5]([CH2:6][CH:7]2[CH2:12][CH2:11][N:10]([CH2:13][C:14]3[CH:19]=[CH:18][C:17]([C:20]([OH:29])([C:25]([F:28])([F:27])[F:26])[C:21]([F:24])([F:23])[F:22])=[CH:16][CH:15]=3)[CH2:9][CH2:8]2)=[CH:4][C:3]=1[F:32].[C:33](Cl)(=O)[O:34]C1C=CC([N+]([O-])=O)=CC=1.[CH3:46][C:47]([NH2:51])([CH3:50])[CH2:48][NH2:49].C(N(CC)CC)C. Product: [NH2:51][C:47]([CH3:50])([CH3:46])[CH2:48][NH:49][C:33]([NH:1][C:2]1[CH:31]=[CH:30][C:5]([CH2:6][CH:7]2[CH2:12][CH2:11][N:10]([CH2:13][C:14]3[CH:15]=[CH:16][C:17]([C:20]([OH:29])([C:21]([F:22])([F:23])[F:24])[C:25]([F:28])([F:26])[F:27])=[CH:18][CH:19]=3)[CH2:9][CH2:8]2)=[CH:4][C:3]=1[F:32])=[O:34]. The catalyst class is: 7. (3) Reactant: [CH:1]1[C:6]([OH:7])=[CH:5][CH:4]=[CH:3][C:2]=1[CH3:8].[OH:9]O. The catalyst class is: 15. Product: [CH3:8][C:2]1[C:3](=[O:9])[CH:4]=[CH:5][C:6](=[O:7])[CH:1]=1. (4) Reactant: FC(F)(F)C(O)=O.C[N:9]([CH:11]=[C:12]([N:18]1[CH:22]=[C:21]([C:23]#[N:24])[N:20]=[CH:19]1)[C:13]([O:15]CC)=O)C.[NH:25]([C:27]1[N:32]=[CH:31][N:30]=[C:29]([N:33]2[CH2:36][CH:35]([OH:37])[CH2:34]2)[CH:28]=1)N. Product: [OH:37][CH:35]1[CH2:36][N:33]([C:29]2[N:30]=[CH:31][N:32]=[C:27]([N:25]3[C:13](=[O:15])[C:12]([N:18]4[CH:22]=[C:21]([C:23]#[N:24])[N:20]=[CH:19]4)=[CH:11][NH:9]3)[CH:28]=2)[CH2:34]1. The catalyst class is: 13. (5) Reactant: [I:1][C:2]1[CH:7]=[CH:6][C:5]([OH:8])=[CH:4][CH:3]=1.[Cl:9][C:10]1[CH:15]=[C:14]([C:16]([F:19])([F:18])[F:17])[CH:13]=[CH:12][C:11]=1F.C(=O)([O-])[O-].[K+].[K+].C(OCC)(=O)C. Product: [Cl:9][C:10]1[CH:15]=[C:14]([C:16]([F:17])([F:18])[F:19])[CH:13]=[CH:12][C:11]=1[O:8][C:5]1[CH:6]=[CH:7][C:2]([I:1])=[CH:3][CH:4]=1. The catalyst class is: 16.